This data is from Full USPTO retrosynthesis dataset with 1.9M reactions from patents (1976-2016). The task is: Predict the reactants needed to synthesize the given product. (1) Given the product [CH2:31]([C@@H:27]([CH2:26][NH:25][C:21]([C:5]1[N:4]=[C:3]([C:1]#[N:2])[C:12]2[C:7]([C:6]=1[OH:20])=[CH:8][CH:9]=[C:10]([O:13][C:14]1[CH:15]=[CH:16][CH:17]=[CH:18][CH:19]=1)[CH:11]=2)=[O:22])[C:28]([OH:30])=[O:29])[C:32]1[CH:37]=[CH:36][CH:35]=[CH:34][CH:33]=1, predict the reactants needed to synthesize it. The reactants are: [C:1]([C:3]1[C:12]2[C:7](=[CH:8][CH:9]=[C:10]([O:13][C:14]3[CH:19]=[CH:18][CH:17]=[CH:16][CH:15]=3)[CH:11]=2)[C:6]([OH:20])=[C:5]([C:21](OC)=[O:22])[N:4]=1)#[N:2].[NH2:25][CH2:26][C@H:27]([CH2:31][C:32]1[CH:37]=[CH:36][CH:35]=[CH:34][CH:33]=1)[C:28]([OH:30])=[O:29].C[O-].[Na+]. (2) Given the product [CH2:3]([O:5][C:6](=[O:21])[NH:7][C@@H:8]1[CH2:17][C:16]2[C:11](=[C:12]([F:20])[CH:13]=[C:14]([F:19])[CH:15]=2)[O:10][CH2:9]1)[CH3:4], predict the reactants needed to synthesize it. The reactants are: [BH4-].[Na+].[CH2:3]([O:5][C:6](=[O:21])[NH:7][C@H:8]1[C:17](=O)[C:16]2[C:11](=[C:12]([F:20])[CH:13]=[C:14]([F:19])[CH:15]=2)[O:10][CH2:9]1)[CH3:4].CO.C1COCC1.